This data is from Reaction yield outcomes from USPTO patents with 853,638 reactions. The task is: Predict the reaction yield, written as a fraction of the theoretical maximum amount of product (1.0 means a 100% yield; for example, 0.34 means a 34% yield). (1) The reactants are [Br:1][C:2]1[C:3]([O:18][C:19]2[C:24]([CH3:25])=[CH:23][C:22]([C:26]#[N:27])=[CH:21][C:20]=2[CH3:28])=[N:4][C:5]([NH:9][C:10]2[CH:17]=[CH:16][C:13]([C:14]#[N:15])=[CH:12][CH:11]=2)=[N:6][C:7]=1[Cl:8].O1CCCC1.[N:34]1([CH2:39][CH2:40][NH2:41])[CH2:38][CH2:37][CH2:36][CH2:35]1.Cl.C(OCC)C. The catalyst is CC#N.C(Cl)Cl. The product is [ClH:8].[Br:1][C:2]1[C:3]([O:18][C:19]2[C:24]([CH3:25])=[CH:23][C:22]([C:26]#[N:27])=[CH:21][C:20]=2[CH3:28])=[N:4][C:5]([NH:9][C:10]2[CH:17]=[CH:16][C:13]([C:14]#[N:15])=[CH:12][CH:11]=2)=[N:6][C:7]=1[NH:41][CH2:40][CH2:39][N:34]1[CH2:38][CH2:37][CH2:36][CH2:35]1. The yield is 0.506. (2) The reactants are CC1(C)C(C)(C)OB([C:9]2[CH:23]=[CH:22][C:12]([O:13][C:14]3[CH:15]=[C:16]([CH:19]=[CH:20][CH:21]=3)[C:17]#[N:18])=[CH:11][CH:10]=2)O1.[OH-:25].[Na+].OO. The catalyst is C1COCC1. The product is [OH:25][C:9]1[CH:23]=[CH:22][C:12]([O:13][C:14]2[CH:15]=[C:16]([CH:19]=[CH:20][CH:21]=2)[C:17]#[N:18])=[CH:11][CH:10]=1. The yield is 0.961. (3) The reactants are [CH3:1][O:2][C:3]1[CH:15]=[CH:14][C:6]([CH2:7][NH:8][C:9]2[S:10][CH:11]=[CH:12][N:13]=2)=[CH:5][CH:4]=1.C[Si]([N-][Si](C)(C)C)(C)C.[Li+].[Cl:26][C:27]1[C:36]2[C:31](=[CH:32][C:33]([S:39](Cl)(=[O:41])=[O:40])=[C:34]([O:37][CH3:38])[CH:35]=2)[N:30]=[CH:29][CH:28]=1.[NH4+].[Cl-]. The catalyst is C1COCC1. The product is [Cl:26][C:27]1[C:36]2[C:31](=[CH:32][C:33]([S:39]([N:8]([CH2:7][C:6]3[CH:5]=[CH:4][C:3]([O:2][CH3:1])=[CH:15][CH:14]=3)[C:9]3[S:10][CH:11]=[CH:12][N:13]=3)(=[O:40])=[O:41])=[C:34]([O:37][CH3:38])[CH:35]=2)[N:30]=[CH:29][CH:28]=1. The yield is 0.364. (4) The reactants are [CH3:1][NH:2][C@@H:3]1[C:8]2[CH:9]=[CH:10][CH:11]=[CH:12][C:7]=2[C@H:6]([C:13]2[CH:14]=[CH:15][C:16]([Cl:20])=[C:17]([Cl:19])[CH:18]=2)[CH2:5][CH2:4]1. The catalyst is C(O)CCC. The product is [CH3:1][NH:2][C@@H:3]1[C:8]2[CH:9]=[CH:10][CH:11]=[CH:12][C:7]=2[C@H:6]([C:13]2[CH:14]=[CH:15][C:16]([Cl:20])=[C:17]([Cl:19])[CH:18]=2)[CH2:5][CH2:4]1.[ClH:19]. The yield is 0.700. (5) The reactants are [CH2:1]([N:4]([CH3:11])[C:5]1[CH:10]=[CH:9][CH:8]=[CH:7][CH:6]=1)[CH:2]=[CH2:3].C(N(CC)CC)C.CCCCC. The catalyst is O1CCCC1.[C-]#[O+].C1C=CC(P(C2C=CC=CC=2)C2C=CC=CC=2)=CC=1.C1C=CC(P(C2C=CC=CC=2)C2C=CC=CC=2)=CC=1.C1C=CC(P(C2C=CC=CC=2)C2C=CC=CC=2)=CC=1.[Rh]. The product is [CH3:11][N:4](/[CH:1]=[CH:2]/[CH3:3])[C:5]1[CH:6]=[CH:7][CH:8]=[CH:9][CH:10]=1. The yield is 0.790.